This data is from Full USPTO retrosynthesis dataset with 1.9M reactions from patents (1976-2016). The task is: Predict the reactants needed to synthesize the given product. (1) The reactants are: [CH3:1][N:2]1[C:10]2[C:5](=[CH:6][C:7]([C:11]([O:13]C)=[O:12])=[CH:8][CH:9]=2)[CH:4]=[CH:3]1.[OH-].[Na+]. Given the product [CH3:1][N:2]1[C:10]2[C:5](=[CH:6][C:7]([C:11]([OH:13])=[O:12])=[CH:8][CH:9]=2)[CH:4]=[CH:3]1, predict the reactants needed to synthesize it. (2) Given the product [CH3:11][O:12][C:13]1[CH:14]=[CH:15][C:16]([C:19]2[CH:20]=[CH:21][C:22]([S:25]([NH:28][CH:29]([CH2:34][CH:35]([OH:37])[CH2:36][S:1][C:2]3[N:10]=[C:9]4[C:5]([NH:6][CH:7]=[N:8]4)=[CH:4][N:3]=3)[C:30]([OH:32])=[O:31])(=[O:26])=[O:27])=[CH:23][CH:24]=2)=[CH:17][CH:18]=1, predict the reactants needed to synthesize it. The reactants are: [SH:1][C:2]1[N:10]=[C:9]2[C:5]([NH:6][CH:7]=[N:8]2)=[CH:4][N:3]=1.[CH3:11][O:12][C:13]1[CH:18]=[CH:17][C:16]([C:19]2[CH:24]=[CH:23][C:22]([S:25]([NH:28][CH:29]([CH2:34][CH:35]3[O:37][CH2:36]3)[C:30]([O:32]C)=[O:31])(=[O:27])=[O:26])=[CH:21][CH:20]=2)=[CH:15][CH:14]=1. (3) Given the product [BrH:17].[N:31]1([CH:28]2[CH2:29][CH2:30][N:25]([CH2:24][C:6]3[C:7]([C:18]4[CH:19]=[CH:20][CH:21]=[CH:22][CH:23]=4)=[N:8][C:9]4[C:14]([C:5]=3[C:3]([OH:4])=[O:2])=[CH:13][CH:12]=[C:11]([OH:15])[C:10]=4[Br:17])[CH2:26][CH2:27]2)[CH2:32][CH2:33][CH2:34][CH2:35][CH2:36]1, predict the reactants needed to synthesize it. The reactants are: C[O:2][C:3]([C:5]1[C:14]2[C:9](=[C:10]([Br:17])[C:11]([O:15]C)=[CH:12][CH:13]=2)[N:8]=[C:7]([C:18]2[CH:23]=[CH:22][CH:21]=[CH:20][CH:19]=2)[C:6]=1[CH2:24][N:25]1[CH2:30][CH2:29][CH:28]([N:31]2[CH2:36][CH2:35][CH2:34][CH2:33][CH2:32]2)[CH2:27][CH2:26]1)=[O:4]. (4) Given the product [Cl:42][C:43]1[CH:48]=[C:47]([O:49][CH3:50])[CH:46]=[CH:45][C:44]=1[C:51]1[N:52]=[C:53]([CH2:68][CH3:69])[C:54]([NH:59][C@H:60]2[C@@H:64]([O:65][CH2:66][CH3:67])[CH2:63][N:62]([C:36]3[CH:41]=[CH:40][CH:39]=[CH:38][N:37]=3)[CH2:61]2)=[N:55][C:56]=1[CH2:57][CH3:58], predict the reactants needed to synthesize it. The reactants are: C(O[C@H]1CN(C2N=CC=CN=2)C[C@H]1NC1C(CC)=NC(C2C(C)=NC(OC)=CC=2)=C(CC)N=1)C.Br[C:36]1[CH:41]=[CH:40][CH:39]=[CH:38][N:37]=1.[Cl:42][C:43]1[CH:48]=[C:47]([O:49][CH3:50])[CH:46]=[CH:45][C:44]=1[C:51]1[N:52]=[C:53]([CH2:68][CH3:69])[C:54]([NH:59][C@H:60]2[C@@H:64]([O:65][CH2:66][CH3:67])[CH2:63][NH:62][CH2:61]2)=[N:55][C:56]=1[CH2:57][CH3:58]. (5) Given the product [CH:1]([O:4][C:5]([N:7]1[CH2:8][CH2:9][CH:10]([C@H:13]([O:15][C:16]2[CH:21]=[CH:20][C:19]([C:54]3[CH:55]=[N:56][C:51]([N:40]4[CH2:41][C@H:42]([C:43]5[CH:48]=[C:47]([F:49])[CH:46]=[CH:45][C:44]=5[F:50])[C@@H:38]([NH2:37])[CH2:39]4)=[N:52][CH:53]=3)=[CH:18][N:17]=2)[CH3:14])[CH2:11][CH2:12]1)=[O:6])([CH3:2])[CH3:3], predict the reactants needed to synthesize it. The reactants are: [CH:1]([O:4][C:5]([N:7]1[CH2:12][CH2:11][CH:10]([CH:13]([O:15][C:16]2[CH:21]=[CH:20][C:19](B3OC(C)(C)C(C)(C)O3)=[CH:18][N:17]=2)[CH3:14])[CH2:9][CH2:8]1)=[O:6])([CH3:3])[CH3:2].C(OC(=O)[NH:37][C@@H:38]1[C@@H:42]([C:43]2[CH:48]=[C:47]([F:49])[CH:46]=[CH:45][C:44]=2[F:50])[CH2:41][N:40]([C:51]2[N:56]=[CH:55][C:54](Br)=[CH:53][N:52]=2)[CH2:39]1)(C)(C)C. (6) Given the product [Br:15][C:10]1[N:9]=[C:8]([C:5]2([CH3:6])[CH2:4][NH:1]2)[C:13]([F:14])=[CH:12][CH:11]=1.[CH:32]1[CH:33]=[CH:34][C:29]([P:22]([C:16]2[CH:17]=[CH:18][CH:19]=[CH:20][CH:21]=2)([C:23]2[CH:28]=[CH:27][CH:26]=[CH:25][CH:24]=2)=[O:7])=[CH:30][CH:31]=1, predict the reactants needed to synthesize it. The reactants are: [N:1]([CH2:4][C:5]([C:8]1[C:13]([F:14])=[CH:12][CH:11]=[C:10]([Br:15])[N:9]=1)([OH:7])[CH3:6])=[N+]=[N-].[C:16]1([P:22]([C:29]2[CH:34]=[CH:33][CH:32]=[CH:31][CH:30]=2)[C:23]2[CH:28]=[CH:27][CH:26]=[CH:25][CH:24]=2)[CH:21]=[CH:20][CH:19]=[CH:18][CH:17]=1. (7) Given the product [CH3:29][N:28]([CH2:27][C:26]1[CH:30]=[CH:31][CH:32]=[C:24]([CH3:23])[CH:25]=1)[CH2:6][CH2:7][N:8]1[CH:12]=[C:11]([C:13]2[CH:18]=[C:17]([C:19]([OH:21])=[O:20])[CH:16]=[CH:15][N:14]=2)[N:10]=[CH:9]1, predict the reactants needed to synthesize it. The reactants are: CS(O[CH2:6][CH2:7][N:8]1[CH:12]=[C:11]([C:13]2[CH:18]=[C:17]([C:19]([O:21]C)=[O:20])[CH:16]=[CH:15][N:14]=2)[N:10]=[CH:9]1)(=O)=O.[CH3:23][C:24]1[CH:25]=[C:26]([CH:30]=[CH:31][CH:32]=1)[CH2:27][NH:28][CH3:29].